From a dataset of NCI-60 drug combinations with 297,098 pairs across 59 cell lines. Regression. Given two drug SMILES strings and cell line genomic features, predict the synergy score measuring deviation from expected non-interaction effect. (1) Drug 1: C1=NC2=C(N1)C(=S)N=CN2. Drug 2: CC1CCC2CC(C(=CC=CC=CC(CC(C(=O)C(C(C(=CC(C(=O)CC(OC(=O)C3CCCCN3C(=O)C(=O)C1(O2)O)C(C)CC4CCC(C(C4)OC)O)C)C)O)OC)C)C)C)OC. Cell line: TK-10. Synergy scores: CSS=2.40, Synergy_ZIP=-4.01, Synergy_Bliss=-5.85, Synergy_Loewe=-4.79, Synergy_HSA=-3.92. (2) Drug 1: C1=NC2=C(N=C(N=C2N1C3C(C(C(O3)CO)O)F)Cl)N. Drug 2: C1CC(=O)NC(=O)C1N2C(=O)C3=CC=CC=C3C2=O. Cell line: SN12C. Synergy scores: CSS=6.63, Synergy_ZIP=-5.95, Synergy_Bliss=5.56, Synergy_Loewe=-29.6, Synergy_HSA=0.266.